From a dataset of Catalyst prediction with 721,799 reactions and 888 catalyst types from USPTO. Predict which catalyst facilitates the given reaction. Reactant: [N:1]1[CH:6]=[CH:5][C:4]([C:7]2[N:8]=[C:9](OS(C3C(C(C)C)=CC(C(C)C)=CC=3C(C)C)(=O)=O)[C:10]3[C:15]4[CH2:16][CH2:17][CH2:18][CH2:19][C:14]=4[S:13][C:11]=3[N:12]=2)=[CH:3][CH:2]=1.C(OC(=O)[NH:45][C@@H:46]([CH2:49][C:50]1[CH:55]=[CH:54][C:53]([CH3:56])=[CH:52][CH:51]=1)[CH2:47]N)(C)(C)C.[CH3:58]CN(CC)CC. Product: [CH3:56][C:53]1[CH:52]=[CH:51][C:50]([CH2:49][C@@H:46]([NH2:45])[CH2:47][CH2:58][C:9]2[C:10]3[C:15]4[CH2:16][CH2:17][CH2:18][CH2:19][C:14]=4[S:13][C:11]=3[N:12]=[C:7]([C:4]3[CH:5]=[CH:6][N:1]=[CH:2][CH:3]=3)[N:8]=2)=[CH:55][CH:54]=1. The catalyst class is: 44.